Dataset: Reaction yield outcomes from USPTO patents with 853,638 reactions. Task: Predict the reaction yield, written as a fraction of the theoretical maximum amount of product (1.0 means a 100% yield; for example, 0.34 means a 34% yield). The reactants are [F:1][C:2]([CH3:33])([CH3:32])[CH2:3][CH2:4][C@H:5]1[C:9](=[O:10])[O:8][C@H:7]([C@@H:11]([NH:19][C:20]([C:22]2[CH:31]=[N:30][C:29]3[C:24](=[CH:25][CH:26]=[CH:27][CH:28]=3)[N:23]=2)=[O:21])[CH2:12][C:13]2[CH:18]=[CH:17][CH:16]=[CH:15][CH:14]=2)[CH2:6]1.C(O)(=O)C.[CH2:38]([NH2:45])[C:39]1[CH:44]=[CH:43][CH:42]=[CH:41][CH:40]=1. The catalyst is O1CCOCC1.O. The product is [CH2:12]([C@H:11]([NH:19][C:20]([C:22]1[CH:31]=[N:30][C:29]2[C:24](=[CH:25][CH:26]=[CH:27][CH:28]=2)[N:23]=1)=[O:21])[C@@H:7]([OH:8])[CH2:6][C@H:5]([C:9](=[O:10])[NH:45][CH2:38][C:39]1[CH:44]=[CH:43][CH:42]=[CH:41][CH:40]=1)[CH2:4][CH2:3][C:2]([F:1])([CH3:32])[CH3:33])[C:13]1[CH:14]=[CH:15][CH:16]=[CH:17][CH:18]=1. The yield is 0.560.